From a dataset of Forward reaction prediction with 1.9M reactions from USPTO patents (1976-2016). Predict the product of the given reaction. The product is: [F:1][C:2]1[CH:13]=[CH:12][C:5]([CH2:6][N:7]2[CH2:10][CH:9]([S:22][C:19](=[O:27])[CH3:20])[CH2:8]2)=[CH:4][CH:3]=1. Given the reactants [F:1][C:2]1[CH:13]=[CH:12][C:5]([CH2:6][N:7]2[CH2:10][CH:9](O)[CH2:8]2)=[CH:4][CH:3]=1.C(N([CH2:19][CH3:20])CC)C.C[S:22](Cl)(=O)=O.Cl.[OH2:27], predict the reaction product.